Dataset: Catalyst prediction with 721,799 reactions and 888 catalyst types from USPTO. Task: Predict which catalyst facilitates the given reaction. (1) Reactant: Cl[CH2:2][C:3](=O)[CH2:4][C:5]([O:7][CH2:8]C)=[O:6].S(=O)(=O)(O)O.[CH3:16][C:17]1[C:22]([OH:23])=[CH:21][C:20]([CH3:24])=[CH:19][C:18]=1[OH:25].[OH-].[Na+].Cl. Product: [CH3:8][O:7][C:5](=[O:6])[CH2:4][C:3]1[C:21]2[C:20]([CH3:24])=[CH:19][C:18]([OH:25])=[C:17]([CH3:16])[C:22]=2[O:23][CH:2]=1. The catalyst class is: 24. (2) Reactant: [CH3:1][S:2]([C:5]1[S:9][C:8]([C:10]2[CH:18]=[CH:17][C:13]([C:14]([OH:16])=O)=[CH:12][CH:11]=2)=[CH:7][CH:6]=1)(=[O:4])=[O:3].[Li].CCN=C=NCCCN(C)C.Cl.C1C=CC2N(O)N=NC=2C=1.CCN(C(C)C)C(C)C.[NH:51]1[CH2:55][CH2:54][CH2:53][C@H:52]1[CH2:56][N:57]1[CH2:61][CH2:60][CH2:59][CH2:58]1. Product: [CH3:1][S:2]([C:5]1[S:9][C:8]([C:10]2[CH:11]=[CH:12][C:13]([C:14]([N:51]3[CH2:55][CH2:54][CH2:53][C@H:52]3[CH2:56][N:57]3[CH2:61][CH2:60][CH2:59][CH2:58]3)=[O:16])=[CH:17][CH:18]=2)=[CH:7][CH:6]=1)(=[O:3])=[O:4]. The catalyst class is: 174.